This data is from Full USPTO retrosynthesis dataset with 1.9M reactions from patents (1976-2016). The task is: Predict the reactants needed to synthesize the given product. (1) The reactants are: [N+:1]([C:4]1[CH:5]=[CH:6][C:7](OC2C=C3C(=CC=2)OC(C2C=CC=CC=2)CC3)=[N:8][CH:9]=1)([O-:3])=[O:2].[OH:27][C:28]1[CH:29]=[C:30]([CH:34]2[CH2:43][CH2:42][C:41]3[C:36](=[CH:37][CH:38]=[C:39]([O:44][C:45]4[N:50]=[CH:49][C:48]([NH:51]S(C)(=O)=O)=[CH:47][CH:46]=4)[CH:40]=3)[O:35]2)[CH:31]=[CH:32][CH:33]=1. Given the product [N+:1]([C:4]1[CH:5]=[CH:6][C:7]([O:27][C:28]2[CH:29]=[C:30]([CH:34]3[CH2:43][CH2:42][C:41]4[C:36](=[CH:37][CH:38]=[C:39]([O:44][C:45]5[N:50]=[CH:49][C:48]([NH2:51])=[CH:47][CH:46]=5)[CH:40]=4)[O:35]3)[CH:31]=[CH:32][CH:33]=2)=[N:8][CH:9]=1)([O-:3])=[O:2], predict the reactants needed to synthesize it. (2) Given the product [C:29]1([CH:7]([C:1]2[CH:2]=[CH:3][CH:4]=[CH:5][CH:6]=2)[CH2:8][NH:9][C:10]2[C:19]3[C:14](=[CH:15][CH:16]=[CH:17][CH:18]=3)[N:13]=[C:12]([C:20]3[CH:21]=[C:22]4[C:26](=[CH:27][CH:28]=3)[NH:25][CH:24]=[C:23]4[CH2:35][O:36][CH3:38])[N:11]=2)[CH:34]=[CH:33][CH:32]=[CH:31][CH:30]=1, predict the reactants needed to synthesize it. The reactants are: [C:1]1([CH:7]([C:29]2[CH:34]=[CH:33][CH:32]=[CH:31][CH:30]=2)[CH2:8][NH:9][C:10]2[C:19]3[C:14](=[CH:15][CH:16]=[CH:17][CH:18]=3)[N:13]=[C:12]([C:20]3[CH:21]=[C:22]4[C:26](=[CH:27][CH:28]=3)[NH:25][CH:24]=[CH:23]4)[N:11]=2)[CH:6]=[CH:5][CH:4]=[CH:3][CH:2]=1.[CH3:35][O-:36].[Na+].[CH2:38]=O.C(Cl)(Cl)Cl.CO. (3) Given the product [C:1]([C:5]1[CH:9]=[C:8]([NH:10][C:11]([NH:44][C:43]2[CH:45]=[CH:46][CH:47]=[C:41]([O:40][C:31]3[C:30]4[C:35](=[CH:36][C:37]([O:38][CH3:39])=[C:28]([O:27][CH3:26])[CH:29]=4)[N:34]=[CH:33][N:32]=3)[C:42]=2[F:48])=[O:19])[N:7]([C:20]2[CH:21]=[CH:22][CH:23]=[CH:24][CH:25]=2)[N:6]=1)([CH3:3])([CH3:2])[CH3:4], predict the reactants needed to synthesize it. The reactants are: [C:1]([C:5]1[CH:9]=[C:8]([NH:10][C:11](=[O:19])OC2C=CC=CC=2)[N:7]([C:20]2[CH:25]=[CH:24][CH:23]=[CH:22][CH:21]=2)[N:6]=1)([CH3:4])([CH3:3])[CH3:2].[CH3:26][O:27][C:28]1[CH:29]=[C:30]2[C:35](=[CH:36][C:37]=1[O:38][CH3:39])[N:34]=[CH:33][N:32]=[C:31]2[O:40][C:41]1[C:42]([F:48])=[C:43]([CH:45]=[CH:46][CH:47]=1)[NH2:44]. (4) The reactants are: [CH3:1][O:2][C:3](=[O:33])[CH:4]([C:9]1[CH:10]=[C:11]([C:23]2[CH:28]=[CH:27][C:26]([C:29]([F:32])([F:31])[F:30])=[CH:25][CH:24]=2)[CH:12]=[C:13](OS(C(F)(F)F)(=O)=O)[CH:14]=1)[CH2:5][CH:6]([CH3:8])[CH3:7].[F:34][C:35]1[CH:36]=[C:37]([CH:40]=[C:41](B2OC(C)(C)C(C)(C)O2)[CH:42]=1)[C:38]#[N:39]. Given the product [CH3:1][O:2][C:3](=[O:33])[CH:4]([C:9]1[CH:10]=[C:11]([C:23]2[CH:28]=[CH:27][C:26]([C:29]([F:31])([F:32])[F:30])=[CH:25][CH:24]=2)[CH:12]=[C:13]([C:41]2[CH:40]=[C:37]([C:38]#[N:39])[CH:36]=[C:35]([F:34])[CH:42]=2)[CH:14]=1)[CH2:5][CH:6]([CH3:7])[CH3:8], predict the reactants needed to synthesize it. (5) Given the product [CH:24]1([CH2:30][CH2:31][O:23][C:3]2[CH:4]=[C:5]([CH:21]=[CH:22][C:2]=2[F:1])[C:6]([N:8]2[CH2:13][CH2:12][N:11]([C:14]([O:16][C:17]([CH3:19])([CH3:20])[CH3:18])=[O:15])[CH2:10][CH2:9]2)=[O:7])[CH2:29][CH2:28][CH2:27][CH2:26][CH2:25]1, predict the reactants needed to synthesize it. The reactants are: [F:1][C:2]1[CH:22]=[CH:21][C:5]([C:6]([N:8]2[CH2:13][CH2:12][N:11]([C:14]([O:16][C:17]([CH3:20])([CH3:19])[CH3:18])=[O:15])[CH2:10][CH2:9]2)=[O:7])=[CH:4][C:3]=1[OH:23].[CH:24]1([CH2:30][CH2:31]O)[CH2:29][CH2:28][CH2:27][CH2:26][CH2:25]1.C(P(CCCC)CCCC)CCC.N(C(N1CCCCC1)=O)=NC(N1CCCCC1)=O. (6) Given the product [CH3:11][CH2:12][C@@H:13]([C@H:15]([NH:176][C:177]([C@@H:179]([NH:187][C:188]([C@@H:190]([NH:195][C:196]([C@@H:198]([NH:206][C:207]([C@@H:209]([NH:213][C:214]([C@@H:216]([NH:218][C:219]([C@@H:221]([NH:227][C:228]([C@@H:230]([NH:236][C:237]([C@@H:239]([NH:245][C:246]([C@@H:248]([NH:253][C:254]([C@@H:256]([NH:262][C:263]([C@@H:265]([NH:271][C:272]([C@@H:274]([NH:277][C:278]([C@@H:280]([NH:285][C:286]([C@@H:288]([NH:293][C:294]([C@@H:296]([NH:299][C:300]([C@@H:302]([NH:306][C:307]([C@@H:309]([NH:317][C:318]([C@@H:320]([NH:324][C:325]([CH2:327][NH:328][C:329]([C@@H:331]([NH:337][C:338]([CH2:340][NH:341][C:342]([C@@H:344]([NH2:351])[CH2:345][C:346]1[NH:350][CH:349]=[N:348][CH:347]=1)=[O:343])=[O:339])[CH2:332][CH2:333][C:334]([OH:336])=[O:335])=[O:330])=[O:326])[C@H:321]([OH:323])[CH3:322])=[O:319])[CH2:310][C:311]1[CH:312]=[CH:313][CH:314]=[CH:315][CH:316]=1)=[O:308])[C@H:303]([OH:305])[CH3:304])=[O:301])[CH2:297][OH:298])=[O:295])[CH2:289][C:290]([OH:292])=[O:291])=[O:287])[CH2:281][CH:282]([CH3:284])[CH3:283])=[O:279])[CH2:275][OH:276])=[O:273])[CH2:266][CH2:267][CH2:268][CH2:269][NH2:270])=[O:264])[CH2:257][CH2:258][C:259]([NH2:261])=[O:260])=[O:255])[CH2:249][CH2:250][S:251][CH3:252])=[O:247])[CH2:240][CH2:241][C:242]([OH:244])=[O:243])=[O:238])[CH2:231][CH2:232][C:233]([OH:235])=[O:234])=[O:229])[CH2:222][CH2:223][C:224]([OH:226])=[O:225])=[O:220])[CH3:217])=[O:215])[CH:210]([CH3:211])[CH3:212])=[O:208])[CH2:199][CH2:200][CH2:201][NH:202][C:203]([NH2:205])=[NH:204])=[O:197])[CH2:191][CH:192]([CH3:194])[CH3:193])=[O:189])[CH2:180][C:181]1[CH:182]=[CH:183][CH:184]=[CH:185][CH:186]=1)=[O:178])[C:16]([NH:18][C@H:19]([C:25]([NH:27][C@H:28]([C:39]([NH:41][C@H:42]([C:47]([NH:49][C@H:50]([C:56]([NH:58][C@H:59]([C:110]([NH:112][CH2:113][C:114]([NH:116][CH2:117][C:118]([N:120]1[C@H:124]([C:125]([NH:127][C@H:128]([C:131]([NH:133][C@H:134]([C:137]([NH:139][CH2:140][C:141]([NH:143][C@H:144]([C:146]([N:148]2[C@H:152]([C:153]([N:155]3[C@H:159]([C:160]([N:162]4[C@H:166]([C:167]([NH:169][C@H:170]([C:173]([NH2:175])=[O:174])[CH2:171][OH:172])=[O:168])[CH2:165][CH2:164][CH2:163]4)=[O:161])[CH2:158][CH2:157][CH2:156]3)=[O:154])[CH2:151][CH2:150][CH2:149]2)=[O:147])[CH3:145])=[O:142])=[O:138])[CH2:135][OH:136])=[O:132])[CH2:129][OH:130])=[O:126])[CH2:123][CH2:122][CH2:121]1)=[O:119])=[O:115])=[O:111])[CH2:60][C:61]([NH:63][C@@H:64]1[O:69][C@H:68]([CH2:70][OH:71])[C@@H:67]([O:72][C@@H:73]2[O:78][C@H:77]([CH2:79][O:80][C@@:81]3([C:99]([OH:101])=[O:100])[O:86][C@@H:85]([CH2:87][C@H:88]([OH:93])[C@H:89]([OH:92])[CH2:90][OH:91])[C@H:84]([NH:94][C:95]([CH3:97])=[O:96])[C@@H:83]([OH:98])[CH2:82]3)[C@H:76]([OH:102])[C@H:75]([OH:103])[C@H:74]2[OH:104])[C@H:66]([OH:105])[C@H:65]1[NH:106][C:107]([CH3:109])=[O:108])=[O:62])=[O:57])[CH2:51][CH2:52][CH2:53][CH2:54][NH2:55])=[O:48])[CH2:43][CH:44]([CH3:45])[CH3:46])=[O:40])[CH2:29][C:30]1[C:34]2[CH:35]=[CH:36][CH:37]=[CH:38][C:33]=2[NH:32][CH:31]=1)=[O:26])[CH2:20][CH2:21][C:22]([OH:24])=[O:23])=[O:17])[CH3:14].[C:1]([O-:10])(=[O:9])[C:2]1[C:3](=[CH:5][CH:6]=[CH:7][CH:8]=1)[OH:4], predict the reactants needed to synthesize it. The reactants are: [C:1]([OH:10])(=[O:9])[C:2]1[C:3](=[CH:5][CH:6]=[CH:7][CH:8]=1)[OH:4].[CH3:11][CH2:12][C@@H:13]([C@H:15]([NH:176][C:177]([C@@H:179]([NH:187][C:188]([C@@H:190]([NH:195][C:196]([C@@H:198]([NH:206][C:207]([C@@H:209]([NH:213][C:214]([C@@H:216]([NH:218][C:219]([C@@H:221]([NH:227][C:228]([C@@H:230]([NH:236][C:237]([C@@H:239]([NH:245][C:246]([C@@H:248]([NH:253][C:254]([C@@H:256]([NH:262][C:263]([C@@H:265]([NH:271][C:272]([C@@H:274]([NH:277][C:278]([C@@H:280]([NH:285][C:286]([C@@H:288]([NH:293][C:294]([C@@H:296]([NH:299][C:300]([C@@H:302]([NH:306][C:307]([C@@H:309]([NH:317][C:318]([C@@H:320]([NH:324][C:325]([CH2:327][NH:328][C:329]([C@@H:331]([NH:337][C:338]([CH2:340][NH:341][C:342]([C@@H:344]([NH2:351])[CH2:345][C:346]1[NH:350][CH:349]=[N:348][CH:347]=1)=[O:343])=[O:339])[CH2:332][CH2:333][C:334]([OH:336])=[O:335])=[O:330])=[O:326])[C@H:321]([OH:323])[CH3:322])=[O:319])[CH2:310][C:311]1[CH:312]=[CH:313][CH:314]=[CH:315][CH:316]=1)=[O:308])[C@H:303]([OH:305])[CH3:304])=[O:301])[CH2:297][OH:298])=[O:295])[CH2:289][C:290]([OH:292])=[O:291])=[O:287])[CH2:281][CH:282]([CH3:284])[CH3:283])=[O:279])[CH2:275][OH:276])=[O:273])[CH2:266][CH2:267][CH2:268][CH2:269][NH2:270])=[O:264])[CH2:257][CH2:258][C:259]([NH2:261])=[O:260])=[O:255])[CH2:249][CH2:250][S:251][CH3:252])=[O:247])[CH2:240][CH2:241][C:242]([OH:244])=[O:243])=[O:238])[CH2:231][CH2:232][C:233]([OH:235])=[O:234])=[O:229])[CH2:222][CH2:223][C:224]([OH:226])=[O:225])=[O:220])[CH3:217])=[O:215])[CH:210]([CH3:212])[CH3:211])=[O:208])[CH2:199][CH2:200][CH2:201][NH:202][C:203]([NH2:205])=[NH:204])=[O:197])[CH2:191][CH:192]([CH3:194])[CH3:193])=[O:189])[CH2:180][C:181]1[CH:182]=[CH:183][CH:184]=[CH:185][CH:186]=1)=[O:178])[C:16]([NH:18][C@H:19]([C:25]([NH:27][C@H:28]([C:39]([NH:41][C@H:42]([C:47]([NH:49][C@H:50]([C:56]([NH:58][C@H:59]([C:110]([NH:112][CH2:113][C:114]([NH:116][CH2:117][C:118]([N:120]1[C@H:124]([C:125]([NH:127][C@H:128]([C:131]([NH:133][C@H:134]([C:137]([NH:139][CH2:140][C:141]([NH:143][C@H:144]([C:146]([N:148]2[C@H:152]([C:153]([N:155]3[C@H:159]([C:160]([N:162]4[C@H:166]([C:167]([NH:169][C@H:170]([C:173]([NH2:175])=[O:174])[CH2:171][OH:172])=[O:168])[CH2:165][CH2:164][CH2:163]4)=[O:161])[CH2:158][CH2:157][CH2:156]3)=[O:154])[CH2:151][CH2:150][CH2:149]2)=[O:147])[CH3:145])=[O:142])=[O:138])[CH2:135][OH:136])=[O:132])[CH2:129][OH:130])=[O:126])[CH2:123][CH2:122][CH2:121]1)=[O:119])=[O:115])=[O:111])[CH2:60][C:61]([NH:63][C@@H:64]1[O:69][C@H:68]([CH2:70][OH:71])[C@@H:67]([O:72][C@@H:73]2[O:78][C@H:77]([CH2:79][O:80][C@@:81]3([C:99]([OH:101])=[O:100])[O:86][C@@H:85]([CH2:87][C@H:88]([OH:93])[C@H:89]([OH:92])[CH2:90][OH:91])[C@H:84]([NH:94][C:95]([CH3:97])=[O:96])[C@@H:83]([OH:98])[CH2:82]3)[C@H:76]([OH:102])[C@H:75]([OH:103])[C@H:74]2[OH:104])[C@H:66]([OH:105])[C@H:65]1[NH:106][C:107]([CH3:109])=[O:108])=[O:62])=[O:57])[CH2:51][CH2:52][CH2:53][CH2:54][NH2:55])=[O:48])[CH2:43][CH:44]([CH3:46])[CH3:45])=[O:40])[CH2:29][C:30]1[C:34]2[CH:35]=[CH:36][CH:37]=[CH:38][C:33]=2[NH:32][CH:31]=1)=[O:26])[CH2:20][CH2:21][C:22]([OH:24])=[O:23])=[O:17])[CH3:14].C([O-])(=O)C. (7) Given the product [CH3:26][O:25][C:23](=[O:24])[CH2:22][N:18]1[CH2:19][CH2:20][N:15]([C:12]2[CH:13]=[CH:14][C:9]([O:2][C:3]3[CH:4]=[CH:5][CH:6]=[CH:7][CH:8]=3)=[CH:10][CH:11]=2)[CH2:16][CH2:17]1, predict the reactants needed to synthesize it. The reactants are: Cl.[O:2]([C:9]1[CH:14]=[CH:13][C:12]([N:15]2[CH2:20][CH2:19][NH:18][CH2:17][CH2:16]2)=[CH:11][CH:10]=1)[C:3]1[CH:8]=[CH:7][CH:6]=[CH:5][CH:4]=1.Br[CH2:22][C:23]([O:25][CH3:26])=[O:24]. (8) Given the product [C:1]([O:5][C:6](=[O:27])[NH:7][C:8]1[C@:9]([CH3:26])([C:22]([F:25])([F:24])[F:23])[O:10][CH2:11][C@:12]([C:15]2[CH:20]=[CH:19][CH:18]=[C:17]([NH:38][C:36]([C:33]3[C:32]([CH3:39])=[CH:31][C:30]([C:28]#[N:29])=[CH:35][N:34]=3)=[O:37])[N:16]=2)([CH3:14])[N:13]=1)([CH3:4])([CH3:3])[CH3:2], predict the reactants needed to synthesize it. The reactants are: [C:1]([O:5][C:6](=[O:27])[NH:7][C:8]1[C@:9]([CH3:26])([C:22]([F:25])([F:24])[F:23])[O:10][CH2:11][C@:12]([C:15]2[CH:20]=[CH:19][CH:18]=[C:17](Br)[N:16]=2)([CH3:14])[N:13]=1)([CH3:4])([CH3:3])[CH3:2].[C:28]([C:30]1[CH:31]=[C:32]([CH3:39])[C:33]([C:36]([NH2:38])=[O:37])=[N:34][CH:35]=1)#[N:29].CC1(C)C2C(=C(P(C3C=CC=CC=3)C3C=CC=CC=3)C=CC=2)OC2C(P(C3C=CC=CC=3)C3C=CC=CC=3)=CC=CC1=2.C([O-])([O-])=O.[Cs+].[Cs+]. (9) The reactants are: [CH3:1][C:2]1[C:6]([C:7]([OH:9])=O)=[C:5]([CH3:10])[O:4][N:3]=1.CCN=C=NCCCN(C)C.Cl.C1C=CC2N(O)N=NC=2C=1.C(N(CC)C(C)C)(C)C.Cl.[CH3:43][C:44]1[C:52]2[C:51]([N:53]3[CH2:58][CH2:57][CH:56]([NH2:59])[CH2:55][CH2:54]3)=[N:50][CH:49]=[N:48][C:47]=2[NH:46][CH:45]=1. Given the product [CH3:1][C:2]1[C:6]([C:7]([NH:59][CH:56]2[CH2:55][CH2:54][N:53]([C:51]3[C:52]4[C:44]([CH3:43])=[CH:45][NH:46][C:47]=4[N:48]=[CH:49][N:50]=3)[CH2:58][CH2:57]2)=[O:9])=[C:5]([CH3:10])[O:4][N:3]=1, predict the reactants needed to synthesize it.